Dataset: Peptide-MHC class II binding affinity with 134,281 pairs from IEDB. Task: Regression. Given a peptide amino acid sequence and an MHC pseudo amino acid sequence, predict their binding affinity value. This is MHC class II binding data. (1) The peptide sequence is ATQARAAAAAFEQAH. The MHC is DRB3_0202 with pseudo-sequence DRB3_0202. The binding affinity (normalized) is 0.104. (2) The peptide sequence is SGREVIDAMCHATLT. The MHC is HLA-DQA10201-DQB10303 with pseudo-sequence HLA-DQA10201-DQB10303. The binding affinity (normalized) is 0.398. (3) The peptide sequence is DSVTPMILKAQKGGNL. The MHC is DRB1_1302 with pseudo-sequence DRB1_1302. The binding affinity (normalized) is 0.684. (4) The peptide sequence is FDPYKATISATPESA. The MHC is HLA-DQA10101-DQB10501 with pseudo-sequence HLA-DQA10101-DQB10501. The binding affinity (normalized) is 0.140. (5) The peptide sequence is LIKTLQSKLSRNFTK. The MHC is DRB4_0101 with pseudo-sequence DRB4_0103. The binding affinity (normalized) is 0.476.